From a dataset of Catalyst prediction with 721,799 reactions and 888 catalyst types from USPTO. Predict which catalyst facilitates the given reaction. (1) Reactant: [CH3:1][Si:2]([CH3:17])([CH3:16])[CH2:3][CH2:4][O:5][CH2:6][O:7][C:8]1[CH:15]=[CH:14][C:11]([C:12]#[N:13])=[CH:10][CH:9]=1.C([O-])(O)=O.[Na+].Cl.[NH2:24][OH:25]. Product: [OH:25][NH:24][C:12]([C:11]1[CH:10]=[CH:9][C:8]([O:7][CH2:6][O:5][CH2:4][CH2:3][Si:2]([CH3:17])([CH3:16])[CH3:1])=[CH:15][CH:14]=1)=[NH:13]. The catalyst class is: 14. (2) Reactant: [C:1]([Br:5])(Br)(Br)[Br:2].C1C=CC(P(C2C=CC=CC=2)C2C=CC=CC=2)=CC=1.CCN(CC)CC.[F:32][C:33]1[CH:40]=[CH:39][C:36]([CH:37]=O)=[C:35]([OH:41])[CH:34]=1. Product: [Br:2][C:1]([Br:5])=[CH:37][C:36]1[CH:39]=[CH:40][C:33]([F:32])=[CH:34][C:35]=1[OH:41]. The catalyst class is: 4.